Predict the reaction yield, written as a fraction of the theoretical maximum amount of product (1.0 means a 100% yield; for example, 0.34 means a 34% yield). From a dataset of Reaction yield outcomes from USPTO patents with 853,638 reactions. (1) The reactants are [C:1]([O:5][C:6]([NH:8][C@@H:9]([CH2:33][C:34]1[CH:39]=[CH:38][CH:37]=[CH:36][CH:35]=1)[CH2:10][C@H:11]([OH:32])[C@@H:12]([NH:21][C:22](=[O:31])[O:23][CH2:24][C:25]1[CH:30]=[CH:29][CH:28]=[CH:27][CH:26]=1)[CH2:13][C:14]1[CH:19]=[CH:18][C:17]([OH:20])=[CH:16][CH:15]=1)=[O:7])([CH3:4])([CH3:3])[CH3:2].C1C=CC(N([S:47]([C:50]([F:53])([F:52])[F:51])(=[O:49])=[O:48])[S:47]([C:50]([F:53])([F:52])[F:51])(=[O:49])=[O:48])=CC=1. The catalyst is ClCCl.CN(C1C=CN=CC=1)C. The product is [F:51][C:50]([F:53])([F:52])[S:47]([O:20][C:17]1[CH:18]=[CH:19][C:14]([CH2:13][C@H:12]([NH:21][C:22]([O:23][CH2:24][C:25]2[CH:26]=[CH:27][CH:28]=[CH:29][CH:30]=2)=[O:31])[C@@H:11]([OH:32])[CH2:10][C@@H:9]([NH:8][C:6]([O:5][C:1]([CH3:4])([CH3:2])[CH3:3])=[O:7])[CH2:33][C:34]2[CH:39]=[CH:38][CH:37]=[CH:36][CH:35]=2)=[CH:15][CH:16]=1)(=[O:49])=[O:48]. The yield is 0.740. (2) The reactants are [NH2:1][C:2]1[S:3][CH:4]=[CH:5][C:6]=1[C:7]([O:9]C)=O.O.[CH:12]([NH2:14])=O. No catalyst specified. The product is [N:1]1[C:2]2[S:3][CH:4]=[CH:5][C:6]=2[C:7](=[O:9])[NH:14][CH:12]=1. The yield is 0.660. (3) The reactants are [CH2:1]([O:8][C:9]([NH:11][C:12]1[C:13]([C:24]([O:26]CC)=[O:25])=[N:14][C:15]2[C:20]([CH:21]=1)=[CH:19][C:18]([F:22])=[C:17](Br)[CH:16]=2)=[O:10])[C:2]1[CH:7]=[CH:6][CH:5]=[CH:4][CH:3]=1.[O-]P([O-])([O-])=O.[K+].[K+].[K+].[CH:37](B1OC(C)(C)C(C)(C)O1)=[CH2:38].CC(O)=O. The catalyst is O1CCOCC1.CC(C1C=C(C(C)C)C(C2C=CC=C(P(C3CCCCC3)C3CCCCC3)C=2)=C(C(C)C)C=1)C.C1C=[C-]C(C2C(N)=CC=CC=2)=CC=1.Cl[Pd+]. The product is [CH2:1]([O:8][C:9]([NH:11][C:12]1[C:13]([C:24]([OH:26])=[O:25])=[N:14][C:15]2[C:20]([CH:21]=1)=[CH:19][C:18]([F:22])=[C:17]([CH:37]=[CH2:38])[CH:16]=2)=[O:10])[C:2]1[CH:3]=[CH:4][CH:5]=[CH:6][CH:7]=1. The yield is 0.740. (4) The reactants are [CH3:1][C:2]1[CH:8]=[C:7]([C:9]([OH:18])([C:14]([F:17])([F:16])[F:15])[C:10]([F:13])([F:12])[F:11])[CH:6]=[C:5]([CH3:19])[C:3]=1[NH2:4].[C:20]([NH:28][C:29]1[CH:30]=[C:31]([CH:35]=[CH:36][CH:37]=1)[C:32](Cl)=[O:33])(=[O:27])[C:21]1[CH:26]=[CH:25][CH:24]=[CH:23][CH:22]=1.N1C=CC=CC=1.C(=O)([O-])O.[Na+]. The catalyst is O.C(OCC)(=O)C.O1CCCC1. The product is [CH3:1][C:2]1[CH:8]=[C:7]([C:9]([OH:18])([C:10]([F:12])([F:13])[F:11])[C:14]([F:15])([F:16])[F:17])[CH:6]=[C:5]([CH3:19])[C:3]=1[NH:4][C:32](=[O:33])[C:31]1[CH:35]=[CH:36][CH:37]=[C:29]([NH:28][C:20](=[O:27])[C:21]2[CH:22]=[CH:23][CH:24]=[CH:25][CH:26]=2)[CH:30]=1. The yield is 0.950. (5) The reactants are [N+:1]([C:4]1[CH:12]=[C:11]2[C:7]([CH:8]=[CH:9][NH:10]2)=[CH:6][CH:5]=1)([O-:3])=[O:2].CCN(C(C)C)C(C)C.[C:22](Br)([CH3:25])([CH3:24])[CH3:23]. The catalyst is CCCC[N+](CCCC)(CCCC)CCCC.[I-].C1(C)C=CC=CC=1.[O-]S(C(F)(F)F)(=O)=O.[Zn+2].[O-]S(C(F)(F)F)(=O)=O. The product is [C:22]([C:8]1[C:7]2[C:11](=[CH:12][C:4]([N+:1]([O-:3])=[O:2])=[CH:5][CH:6]=2)[NH:10][CH:9]=1)([CH3:25])([CH3:24])[CH3:23]. The yield is 0.190.